This data is from Forward reaction prediction with 1.9M reactions from USPTO patents (1976-2016). The task is: Predict the product of the given reaction. (1) Given the reactants Br[C:2]1[CH:3]=[C:4]([C:8]2([C:18]3[CH:23]=[CH:22][N:21]=[C:20]([C:24]([F:27])([F:26])[F:25])[CH:19]=3)[C:16]3[C:11](=[N:12][CH:13]=[CH:14][CH:15]=3)[C:10]([NH2:17])=[N:9]2)[CH:5]=[CH:6][CH:7]=1.[N:28]1[CH:33]=[CH:32][CH:31]=[C:30](B(O)O)[CH:29]=1, predict the reaction product. The product is: [N:28]1[CH:33]=[CH:32][CH:31]=[C:30]([C:2]2[CH:3]=[C:4]([C:8]3([C:18]4[CH:23]=[CH:22][N:21]=[C:20]([C:24]([F:27])([F:25])[F:26])[CH:19]=4)[C:16]4[C:11](=[N:12][CH:13]=[CH:14][CH:15]=4)[C:10]([NH2:17])=[N:9]3)[CH:5]=[CH:6][CH:7]=2)[CH:29]=1. (2) The product is: [Br:1][C:2]1[C:10]2[C:9]([Cl:11])=[N:8][CH:7]=[N:6][C:5]=2[S:4][C:3]=1[C:18]1[CH:17]=[CH:16][CH:15]=[C:14]([F:13])[CH:19]=1. Given the reactants [Br:1][C:2]1[C:10]2[C:9]([Cl:11])=[N:8][CH:7]=[N:6][C:5]=2[S:4][C:3]=1I.[F:13][C:14]1[CH:15]=[C:16](B2OC(C)(C)C(C)(C)O2)[CH:17]=[CH:18][CH:19]=1.C([O-])([O-])=O.[Cs+].[Cs+].Cl, predict the reaction product.